From a dataset of Peptide-MHC class I binding affinity with 185,985 pairs from IEDB/IMGT. Regression. Given a peptide amino acid sequence and an MHC pseudo amino acid sequence, predict their binding affinity value. This is MHC class I binding data. (1) The MHC is HLA-B48:01 with pseudo-sequence HLA-B48:01. The peptide sequence is MLRKKQITV. The binding affinity (normalized) is 0.0847. (2) The peptide sequence is AEMVAKYDL. The binding affinity (normalized) is 0.0847. The MHC is HLA-A23:01 with pseudo-sequence HLA-A23:01. (3) The binding affinity (normalized) is 0.674. The peptide sequence is PYVSRLLGI. The MHC is HLA-A24:02 with pseudo-sequence HLA-A24:02. (4) The peptide sequence is KVFAPKQKM. The MHC is HLA-B15:01 with pseudo-sequence HLA-B15:01. The binding affinity (normalized) is 0. (5) The peptide sequence is KTANNYETI. The MHC is HLA-A02:03 with pseudo-sequence HLA-A02:03. The binding affinity (normalized) is 0.663.